Regression. Given a target protein amino acid sequence and a drug SMILES string, predict the binding affinity score between them. We predict pKi (pKi = -log10(Ki in M); higher means stronger inhibition). Dataset: bindingdb_ki. From a dataset of Drug-target binding data from BindingDB using Ki measurements. (1) The drug is CC(=O)N[C@@H](CCCCN)C(=O)N[C@@H](CCC(N)=O)C(=O)N[C@@H](CC(C)C)C(=O)N[C@@H](CCCNC(=N)N)C(=O)c1nccs1. The target protein (P56677) has sequence MGSNRGRKAGGGSQDFGAGLKYNSRLENMNGFEEGVEFLPANNAKKVEKRGPRRWVVLVAVLFSFLLLSLMAGLLVWHFHYRNVRVQKVFNGHLRITNEIFLDAYENSTSTEFISLASQVKEALKLLYNEVPVLGPYHKKSAVTAFSEGSVIAYYWSEFSIPPHLAEEVDRAMAVERVVTLPPRARALKSFVLTSVVAFPIDPRMLQRTQDNSCSFALHAHGAAVTRFTTPGFPNSPYPAHARCQWVLRGDADSVLSLTFRSFDVAPCDEHGSDLVTVYDSLSPMEPHAVVRLCGTFSPSYNLTFLSSQNVFLVTLITNTDRRHPGFEATFFQLPKMSSCGGFLSDTQGTFSSPYYPGHYPPNINCTWNIKVPNNRNVKVRFKLFYLVDPNVPVGSCTKDYVEINGEKYCGERSQFVVSSNSSKITVHFHSDHSYTDTGFLAEYLSYDSNDPCPGMFMCKTGRCIRKELRCDGWADCPDYSDERYCRCNATHQFTCKNQF.... The pKi is 8.0. (2) The small molecule is Cc1cncn1CCCN=C(C[N+](=O)[O-])Nc1ccc(C(F)(F)F)cc1. The target protein (Q9NXS2) has sequence MRSGGRGRPRLRLGERGLMEPLLPPKRRLLPRVRLLPLLLALAVGSAFYTIWSGWHRRTEELPLGRELRVPLIGSLPEARLRRVVGQLDPQRLWSTYLRPLLVVRTPGSPGNLQVRKFLEATLRSLTAGWHVELDPFTASTPLGPVDFGNVVATLDPRAARHLTLACHYDSKLFPPGSTPFVGATDSAVPCALLLELAQALDLELSRAKKQAAPVTLQLLFLDGEEALKEWGPKDSLYGSRHLAQLMESIPHSPGPTRIQAIELFMLLDLLGAPNPTFYSHFPRTVRWFHRLRSIEKRLHRLNLLQSHPQEVMYFQPGEPFGSVEDDHIPFLRRGVPVLHLISTPFPAVWHTPADTEVNLHPPTVHNLCRILAVFLAEYLGL. The pKi is 7.5. (3) The small molecule is Cn1cc(-c2cc(CN[SH](=O)=O)ccc2Oc2ccccc2C(F)(F)F)c2cc[nH]c2c1=O. The target protein sequence is EQLKCCSGILKEMFAKKHAAYAWPFYKPVDVEALGLHDYCDIIKHPMDMSTIKSKLEAREYRDAQEFGADVRLMFSNCYKYNPPDHEVVAMARKLQDVFEMRFAKM. The pKi is 8.1. (4) The compound is CCC(C)C(N)C(=O)N(C(=O)C1CCCN1C(=O)C(CC1=CC=CCC1(C(=O)N1C=CC=CC1)C(=O)N1CCNCC1)NC)C(C=O)Cc1c[nH]c2ccccc12. The target protein sequence is MLNTTLSACFLSLLALTSACYFQNCP. The pKi is 5.0. (5) The small molecule is N[C@@H](CCS(=O)O)C(=O)O. The target protein (P18089) has sequence MDHQDPYSVQATAAIAAAITFLILFTIFGNALVILAVLTSRSLRAPQNLFLVSLAAADILVATLIIPFSLANELLGYWYFRRTWCEVYLALDVLFCTSSIVHLCAISLDRYWAVSRALEYNSKRTPRRIKCIILTVWLIAAVISLPPLIYKGDQGPQPRGRPQCKLNQEAWYILASSIGSFFAPCLIMILVYLRIYLIAKRSNRRGPRAKGGPGQGESKQPRPDHGGALASAKLPALASVASAREVNGHSKSTGEKEEGETPEDTGTRALPPSWAALPNSGQGQKEGVCGASPEDEAEEEEEEEEEEEECEPQAVPVSPASACSPPLQQPQGSRVLATLRGQVLLGRGVGAIGGQWWRRRAQLTREKRFTFVLAVVIGVFVLCWFPFFFSYSLGAICPKHCKVPHGLFQFFFWIGYCNSSLNPVIYTIFNQDFRRAFRRILCRPWTQTAW. The pKi is 5.0. (6) The compound is CCCCCCN(O)C(=O)SC[C@H](NC(=O)CC[C@H](N)C(=O)O)C(=O)NCC(=O)O. The target protein (Q04760) has sequence MAEPQPPSGGLTDEAALSCCSDADPSTKDFLLQQTMLRVKDPKKSLDFYTRVLGMTLIQKCDFPIMKFSLYFLAYEDKNDIPKEKDEKIAWALSRKATLELTHNWGTEDDETQSYHNGNSDPRGFGHIGIAVPDVYSACKRFEELGVKFVKKPDDGKMKGLAFIQDPDGYWIEILNPNKMATLM. The pKi is 7.8.